From a dataset of Full USPTO retrosynthesis dataset with 1.9M reactions from patents (1976-2016). Predict the reactants needed to synthesize the given product. (1) The reactants are: [CH:1]1([C:5]2[CH:10]=[C:9]([C:11](OCC)=[O:12])[CH:8]=[C:7]([O:16][CH2:17][CH3:18])[C:6]=2[C:19]2[CH:24]=[CH:23][C:22]([F:25])=[CH:21][CH:20]=2)[CH2:4][CH2:3][CH2:2]1.[H-].[Al+3].[Li+].[H-].[H-].[H-].O.[OH-].[Na+]. Given the product [CH:1]1([C:5]2[CH:10]=[C:9]([CH:11]=[O:12])[CH:8]=[C:7]([O:16][CH2:17][CH3:18])[C:6]=2[C:19]2[CH:24]=[CH:23][C:22]([F:25])=[CH:21][CH:20]=2)[CH2:4][CH2:3][CH2:2]1, predict the reactants needed to synthesize it. (2) Given the product [CH3:26][S:27]([O:1][CH2:2][C@H:3]1[N:14]2[C:15]3[C:6](=[C:7]([C:17]#[N:18])[CH:8]=[N:9][C:10]=3[CH:11]=[CH:12][C:13]2=[O:16])[O:5][CH2:4]1)(=[O:29])=[O:28], predict the reactants needed to synthesize it. The reactants are: [OH:1][CH2:2][C@H:3]1[N:14]2[C:15]3[C:6](=[C:7]([C:17]#[N:18])[CH:8]=[N:9][C:10]=3[CH:11]=[CH:12][C:13]2=[O:16])[O:5][CH2:4]1.C(N(CC)CC)C.[CH3:26][S:27](Cl)(=[O:29])=[O:28]. (3) Given the product [CH3:1][O:2][CH2:3][CH:4]([CH3:29])[O:5][C:6]1[CH:7]=[C:8]([O:18][C:19]2[CH:20]=[CH:21][C:22]([S:25]([CH3:28])(=[O:27])=[O:26])=[CH:23][CH:24]=2)[CH:9]=[C:10]2[C:14]=1[NH:13][C:12]([C:15]1[S:39][CH:54]([CH2:53][C:52]([O:57][CH2:58][CH3:59])=[O:56])[CH2:55][N:17]=1)=[CH:11]2, predict the reactants needed to synthesize it. The reactants are: [CH3:1][O:2][CH2:3][CH:4]([CH3:29])[O:5][C:6]1[CH:7]=[C:8]([O:18][C:19]2[CH:24]=[CH:23][C:22]([S:25]([CH3:28])(=[O:27])=[O:26])=[CH:21][CH:20]=2)[CH:9]=[C:10]2[C:14]=1[NH:13][C:12]([C:15]([NH2:17])=O)=[CH:11]2.COC1C=CC(P2(SP(C3C=CC(OC)=CC=3)(=S)S2)=[S:39])=CC=1.[C:52]([O:57][CH2:58][CH3:59])(=[O:56])[C:53]#[C:54][CH3:55].C(P(CCCC)CCCC)CCC. (4) Given the product [Cl:24][C:17]1[C:18]2[C:23](=[CH:22][CH:21]=[CH:20][CH:19]=2)[N:14]([CH2:13][CH:9]=[O:8])[C:15](=[O:25])[CH:16]=1, predict the reactants needed to synthesize it. The reactants are: FC(F)(F)C(O)=O.[O:8]1CCO[CH:9]1[CH2:13][N:14]1[C:23]2[C:18](=[CH:19][CH:20]=[CH:21][CH:22]=2)[C:17]([Cl:24])=[CH:16][C:15]1=[O:25]. (5) Given the product [CH:23]1([O:19][C:13]2[C:12]3[O:20][CH2:8][C:9](=[O:10])[C:11]=3[CH:16]=[CH:15][C:14]=2[O:17][CH3:18])[CH2:24][CH2:22][CH2:26][CH2:25]1, predict the reactants needed to synthesize it. The reactants are: C(=O)([O-])[O-].[K+].[K+].Br[CH2:8][C:9]([C:11]1[CH:16]=[CH:15][C:14]([O:17][CH3:18])=[C:13]([OH:19])[C:12]=1[OH:20])=[O:10].Br[CH:22]1[CH2:24][CH2:23]1.[C:25](#N)[CH3:26].